Dataset: Full USPTO retrosynthesis dataset with 1.9M reactions from patents (1976-2016). Task: Predict the reactants needed to synthesize the given product. (1) Given the product [Br:8][C:6]1[CH:7]=[C:2]([C:12]2([OH:15])[CH2:13][CH2:14][O:9][CH2:10][CH2:11]2)[CH:3]=[N:4][CH:5]=1, predict the reactants needed to synthesize it. The reactants are: Br[C:2]1[CH:3]=[N:4][CH:5]=[C:6]([Br:8])[CH:7]=1.[O:9]1[CH2:14][CH2:13][C:12](=[O:15])[CH2:11][CH2:10]1. (2) Given the product [S:1]1[C:5]2[CH:6]=[CH:7][CH:8]=[CH:9][C:4]=2[C:3]([N:10]2[CH2:15][CH2:14][N:13]([CH2:16][CH2:17][C:18]3[CH:19]=[C:20]4[C:24](=[CH:25][CH:26]=3)[CH2:23][C@@H:22]([N:27]([CH3:32])[C:28](=[O:30])[CH3:29])[CH2:21]4)[CH2:12][CH2:11]2)=[N:2]1, predict the reactants needed to synthesize it. The reactants are: [S:1]1[C:5]2[CH:6]=[CH:7][CH:8]=[CH:9][C:4]=2[C:3]([N:10]2[CH2:15][CH2:14][N:13]([CH2:16][CH2:17][C:18]3[CH:19]=[C:20]4[C:24](=[CH:25][CH:26]=3)[CH2:23][C@@H:22]([NH:27][C:28](=[O:30])[CH3:29])[CH2:21]4)[CH2:12][CH2:11]2)=[N:2]1.I[CH2:32]C. (3) Given the product [C:17]([N:15]1[CH2:14][C:13]2([CH2:12][CH:11]([NH:10][C:7]3[C:2]([C:33]4[CH:47]=[CH:46][C:36]([O:37][C:38]5[CH:45]=[CH:44][C:41]([C:42]#[N:43])=[CH:40][CH:39]=5)=[CH:35][CH:34]=4)=[C:3]([NH2:9])[N:4]=[CH:5][N:6]=3)[CH2:24]2)[CH2:16]1)(=[O:19])[CH:49]=[CH2:50], predict the reactants needed to synthesize it. The reactants are: Cl[C:2]1[C:3]([NH2:9])=[N:4][CH:5]=[N:6][C:7]=1Cl.[NH2:10][CH:11]1[CH2:24][C:13]2([CH2:16][N:15]([C:17]([O:19]C(C)(C)C)=O)[CH2:14]2)[CH2:12]1.CC1(C)C(C)(C)OB([C:33]2[CH:47]=[CH:46][C:36]([O:37][C:38]3[CH:45]=[CH:44][C:41]([C:42]#[N:43])=[CH:40][CH:39]=3)=[CH:35][CH:34]=2)O1.[C:49](Cl)(=O)[CH:50]=C.